From a dataset of Catalyst prediction with 721,799 reactions and 888 catalyst types from USPTO. Predict which catalyst facilitates the given reaction. (1) Reactant: [C:1]1([CH2:7][CH2:8][C:9]([C:11]2[C:19]3[C:18]([C:20]([O:22]C)=O)=[CH:17][CH:16]=[CH:15][C:14]=3[NH:13][CH:12]=2)=O)[CH:6]=[CH:5][CH:4]=[CH:3][CH:2]=1.O.[NH2:25][NH2:26]. Product: [CH2:8]([C:9]1[C:11]2=[CH:12][NH:13][C:14]3[CH:15]=[CH:16][CH:17]=[C:18]([C:19]=32)[C:20](=[O:22])[NH:26][N:25]=1)[CH2:7][C:1]1[CH:6]=[CH:5][CH:4]=[CH:3][CH:2]=1. The catalyst class is: 240. (2) Reactant: Cl[C:2]([O:4][C:5]1[CH:10]=[CH:9][CH:8]=[CH:7][CH:6]=1)=[O:3].[CH2:11]([O:18][C:19]1[CH:20]=[C:21]([CH:23]=[CH:24][CH:25]=1)[NH2:22])[C:12]1[CH:17]=[CH:16][CH:15]=[CH:14][CH:13]=1.N1C=CC=CC=1.C(OCC)(=O)C. Product: [CH2:11]([O:18][C:19]1[CH:25]=[CH:24][CH:23]=[C:21]([NH:22][C:2]([O:4][C:5]2[CH:10]=[CH:9][CH:8]=[CH:7][CH:6]=2)=[O:3])[CH:20]=1)[C:12]1[CH:13]=[CH:14][CH:15]=[CH:16][CH:17]=1. The catalyst class is: 118. (3) Reactant: [Li]CCCC.C(NC(C)C)(C)C.[F:13][C:14]1[CH:15]=[C:16]([Br:21])[CH:17]=[C:18]([F:20])[CH:19]=1.[C:22](=[O:24])=[O:23]. Product: [Br:21][C:16]1[CH:15]=[C:14]([F:13])[C:19]([C:22]([OH:24])=[O:23])=[C:18]([F:20])[CH:17]=1. The catalyst class is: 1.